From a dataset of Reaction yield outcomes from USPTO patents with 853,638 reactions. Predict the reaction yield, written as a fraction of the theoretical maximum amount of product (1.0 means a 100% yield; for example, 0.34 means a 34% yield). (1) The reactants are [Cl:1][C:2]1[N:7]=[C:6]([C:8]2[S:12][C:11]([N:13]3[CH2:18][CH2:17][O:16][CH2:15][CH2:14]3)=[N:10][C:9]=2[C:19]2[C:20]([F:26])=[C:21]([CH:23]=[CH:24][CH:25]=2)[NH2:22])[CH:5]=[CH:4][N:3]=1.[F:27][C:28]1[CH:33]=[CH:32][CH:31]=[C:30]([F:34])[C:29]=1[S:35](Cl)(=[O:37])=[O:36]. The catalyst is N1C=CC=CC=1. The product is [Cl:1][C:2]1[N:7]=[C:6]([C:8]2[S:12][C:11]([N:13]3[CH2:14][CH2:15][O:16][CH2:17][CH2:18]3)=[N:10][C:9]=2[C:19]2[C:20]([F:26])=[C:21]([NH:22][S:35]([C:29]3[C:30]([F:34])=[CH:31][CH:32]=[CH:33][C:28]=3[F:27])(=[O:37])=[O:36])[CH:23]=[CH:24][CH:25]=2)[CH:5]=[CH:4][N:3]=1. The yield is 0.364. (2) The reactants are C(O[C:4](=[O:22])[CH2:5][C:6]1[NH:10][C:9]2[CH:11]=[C:12]([N:15]3[CH2:20][CH2:19][N:18]([CH3:21])[CH2:17][CH2:16]3)[CH:13]=[CH:14][C:8]=2[N:7]=1)C.[NH2:23][C:24]1[CH:31]=[CH:30][CH:29]=[C:28]([F:32])[C:25]=1[C:26]#[N:27].C[Si]([N-][Si](C)(C)C)(C)C.[K+].[K]. The catalyst is C1COCC1. The product is [NH2:27][C:26]1[C:25]2[C:24](=[CH:31][CH:30]=[CH:29][C:28]=2[F:32])[NH:23][C:4](=[O:22])[C:5]=1[C:6]1[NH:10][C:9]2[CH:11]=[C:12]([N:15]3[CH2:16][CH2:17][N:18]([CH3:21])[CH2:19][CH2:20]3)[CH:13]=[CH:14][C:8]=2[N:7]=1. The yield is 0.479. (3) The reactants are [Cl:1][C:2]1[CH:3]=[C:4]([C@@:9]2([CH2:15][CH2:16][OH:17])[O:14][CH2:13][CH2:12][NH:11][CH2:10]2)[CH:5]=[CH:6][C:7]=1[Cl:8].C(N(CC)CC)C.[CH3:25][O:26][C:27]1[CH:28]=[C:29]([CH:33]=[C:34]([O:38][CH3:39])[C:35]=1[O:36][CH3:37])[C:30](Cl)=[O:31].CN(C1C=CC=CN=1)C.[Cl:49][C:50]1[CH:55]=[CH:54][C:53]([S:56](Cl)(=[O:58])=[O:57])=[CH:52][CH:51]=1.CC1CCCCC1. The catalyst is C(Cl)Cl.C1(C)C=CC=CC=1.O. The product is [Cl:49][C:50]1[CH:55]=[CH:54][C:53]([S:56]([O:17][CH2:16][CH2:15][C@:9]2([C:4]3[CH:5]=[CH:6][C:7]([Cl:8])=[C:2]([Cl:1])[CH:3]=3)[O:14][CH2:13][CH2:12][N:11]([C:30](=[O:31])[C:29]3[CH:28]=[C:27]([O:26][CH3:25])[C:35]([O:36][CH3:37])=[C:34]([O:38][CH3:39])[CH:33]=3)[CH2:10]2)(=[O:58])=[O:57])=[CH:52][CH:51]=1. The yield is 0.956. (4) The reactants are FC(F)(F)C(O)=O.[CH3:8][O:9][C:10](=[O:53])[C@@H:11]([C:13]1[CH:14]=[C:15]([C:19]2[CH:24]=[CH:23][C:22]([C:25]([C:30]3[CH:35]=[CH:34][C:33]([CH2:36][CH2:37][CH:38]([O:43][Si](C(C)(C)C)(C)C)[C:39]([CH3:42])([CH3:41])[CH3:40])=[C:32]([CH3:51])[CH:31]=3)([CH2:28][CH3:29])[CH2:26][CH3:27])=[CH:21][C:20]=2[CH3:52])[CH:16]=[CH:17][CH:18]=1)[OH:12]. The catalyst is ClCCl. The product is [CH3:8][O:9][C:10](=[O:53])[C@@H:11]([C:13]1[CH:14]=[C:15]([C:19]2[CH:24]=[CH:23][C:22]([C:25]([CH2:26][CH3:27])([C:30]3[CH:35]=[CH:34][C:33]([CH2:36][CH2:37][CH:38]([OH:43])[C:39]([CH3:41])([CH3:42])[CH3:40])=[C:32]([CH3:51])[CH:31]=3)[CH2:28][CH3:29])=[CH:21][C:20]=2[CH3:52])[CH:16]=[CH:17][CH:18]=1)[OH:12]. The yield is 0.860. (5) The reactants are [F:1][C:2]([F:7])([F:6])[C:3]([OH:5])=[O:4].[Br:8][C:9]1[CH:10]=[C:11]([N:16]2[C:20](=[O:21])[O:19][N:18]=[C:17]2[C:22]2[C:23]([NH:27][C:28](=O)[C:29]3[CH:34]=[CH:33][C:32]([CH2:35][N:36]4[CH2:41][CH2:40][S:39](=[O:43])(=[O:42])[CH2:38][CH2:37]4)=[CH:31][CH:30]=3)=[N:24][O:25][N:26]=2)[CH:12]=[CH:13][C:14]=1[F:15].P(Cl)(Cl)(Cl)(Cl)Cl.C([BH3-])#N.[Na+]. The catalyst is N1C=CC=CC=1. The product is [F:1][C:2]([F:7])([F:6])[C:3]([OH:5])=[O:4].[Br:8][C:9]1[CH:10]=[C:11]([N:16]2[C:20](=[O:21])[O:19][N:18]=[C:17]2[C:22]2[C:23]([NH:27][CH2:28][C:29]3[CH:30]=[CH:31][C:32]([CH2:35][N:36]4[CH2:41][CH2:40][S:39](=[O:43])(=[O:42])[CH2:38][CH2:37]4)=[CH:33][CH:34]=3)=[N:24][O:25][N:26]=2)[CH:12]=[CH:13][C:14]=1[F:15]. The yield is 0.470.